From a dataset of Cav3 T-type calcium channel HTS with 100,875 compounds. Binary Classification. Given a drug SMILES string, predict its activity (active/inactive) in a high-throughput screening assay against a specified biological target. (1) The molecule is s1c(C(N2CCCCC2)c2ccccc2)c(O)n2ncnc12. The result is 0 (inactive). (2) The molecule is O=C(/C(=c1\n(c2c([nH]1)cccc2)C)C#N)c1cc(OC)c(OC)cc1. The result is 0 (inactive).